This data is from Full USPTO retrosynthesis dataset with 1.9M reactions from patents (1976-2016). The task is: Predict the reactants needed to synthesize the given product. (1) Given the product [Cl:29][C:17]1[CH:16]=[C:15]([NH:14][C:12]2[N:11]=[CH:10][N:9]=[C:8]3[NH:7][N:6]=[C:5]([O:4][CH2:3][CH2:2][N:36]4[CH2:37][CH2:38][N:33]([CH:30]([CH3:32])[CH3:31])[CH2:34][CH2:35]4)[C:13]=23)[CH:20]=[CH:19][C:18]=1[O:21][C:22]1[CH:23]=[N:24][C:25]([CH3:28])=[CH:26][CH:27]=1, predict the reactants needed to synthesize it. The reactants are: Cl[CH2:2][CH2:3][O:4][C:5]1[C:13]2[C:8](=[N:9][CH:10]=[N:11][C:12]=2[NH:14][C:15]2[CH:20]=[CH:19][C:18]([O:21][C:22]3[CH:23]=[N:24][C:25]([CH3:28])=[CH:26][CH:27]=3)=[C:17]([Cl:29])[CH:16]=2)[NH:7][N:6]=1.[CH:30]([N:33]1[CH2:38][CH2:37][NH:36][CH2:35][CH2:34]1)([CH3:32])[CH3:31]. (2) Given the product [Cl:29][C:26]1[CH:25]=[CH:24][C:23]([CH2:22][C@@H:2]([NH:1][C:50]([CH:48]2[CH2:49][N:46]([C:39]([O:41][C:42]([CH3:45])([CH3:44])[CH3:43])=[O:40])[CH2:47]2)=[O:51])[C:3]([N:5]2[CH2:10][CH2:9][CH:8]([C:11]3[CH:16]=[CH:15][CH:14]=[CH:13][C:12]=3[NH:17][S:18]([CH3:21])(=[O:19])=[O:20])[CH2:7][CH2:6]2)=[O:4])=[CH:28][CH:27]=1, predict the reactants needed to synthesize it. The reactants are: [NH2:1][C@H:2]([CH2:22][C:23]1[CH:28]=[CH:27][C:26]([Cl:29])=[CH:25][CH:24]=1)[C:3]([N:5]1[CH2:10][CH2:9][CH:8]([C:11]2[CH:16]=[CH:15][CH:14]=[CH:13][C:12]=2[NH:17][S:18]([CH3:21])(=[O:20])=[O:19])[CH2:7][CH2:6]1)=[O:4].CCN(C(C)C)C(C)C.[C:39]([N:46]1[CH2:49][CH:48]([C:50](O)=[O:51])[CH2:47]1)([O:41][C:42]([CH3:45])([CH3:44])[CH3:43])=[O:40].C1C=NC2N(O)N=NC=2C=1.C(Cl)CCl.